This data is from Full USPTO retrosynthesis dataset with 1.9M reactions from patents (1976-2016). The task is: Predict the reactants needed to synthesize the given product. (1) Given the product [CH2:1]([N:8]1[C:16]2[C:11](=[CH:12][CH:13]=[C:14]([N+:17]([O-:19])=[O:18])[CH:15]=2)[C:10]([C:20]([O:30][CH2:31][O:32][CH3:33])([C:26]([F:27])([F:28])[F:29])[C:21]([OH:23])=[O:22])=[CH:9]1)[C:2]1[CH:3]=[CH:4][CH:5]=[CH:6][CH:7]=1, predict the reactants needed to synthesize it. The reactants are: [CH2:1]([N:8]1[C:16]2[C:11](=[CH:12][CH:13]=[C:14]([N+:17]([O-:19])=[O:18])[CH:15]=2)[C:10]([C:20]([O:30][CH2:31][O:32][CH3:33])([C:26]([F:29])([F:28])[F:27])[C:21]([O:23]CC)=[O:22])=[CH:9]1)[C:2]1[CH:7]=[CH:6][CH:5]=[CH:4][CH:3]=1.[H-].[Na+].O. (2) Given the product [Cl:1][C:2]1[CH:32]=[CH:31][CH:30]=[C:29]([Cl:33])[C:3]=1[CH2:4][O:5][C:6]1[C:7]([NH2:28])=[N:8][CH:9]=[C:10]([C:12]2[CH:13]=[C:14]3[C:18](=[CH:19][CH:20]=2)[NH:17][CH:16]=[C:15]3[CH:21]2[CH2:26][CH2:25][N:24]([CH3:27])[CH2:23][CH2:22]2)[CH:11]=1, predict the reactants needed to synthesize it. The reactants are: [Cl:1][C:2]1[CH:32]=[CH:31][CH:30]=[C:29]([Cl:33])[C:3]=1[CH2:4][O:5][C:6]1[C:7]([NH2:28])=[N:8][CH:9]=[C:10]([C:12]2[CH:13]=[C:14]3[C:18](=[CH:19][CH:20]=2)[NH:17][CH:16]=[C:15]3[C:21]2[CH2:22][CH2:23][N:24]([CH3:27])[CH2:25][CH:26]=2)[CH:11]=1. (3) Given the product [N:28]1([NH:27][C:21]([C:18]2[CH:17]=[CH:16][C:15]([O:14][CH2:13][C:12]3[C:8]([C:5]4[CH:4]=[CH:3][C:2]([F:1])=[CH:7][CH:6]=4)=[N:9][O:10][C:11]=3[CH2:24][OH:25])=[CH:20][N:19]=2)=[O:23])[CH2:32][CH2:31][CH2:30][CH2:29]1, predict the reactants needed to synthesize it. The reactants are: [F:1][C:2]1[CH:7]=[CH:6][C:5]([C:8]2[C:12]([CH2:13][O:14][C:15]3[CH:16]=[CH:17][C:18]([C:21]([OH:23])=O)=[N:19][CH:20]=3)=[C:11]([CH2:24][OH:25])[O:10][N:9]=2)=[CH:4][CH:3]=1.Cl.[NH2:27][N:28]1[CH2:32][CH2:31][CH2:30][CH2:29]1. (4) Given the product [CH2:1]([CH:8]1[CH2:17][CH2:16][C:15]2[C:10](=[CH:11][CH:12]=[C:13]([O:18][CH3:19])[CH:14]=2)[CH:9]1[OH:20])[C:2]1[CH:3]=[CH:4][CH:5]=[CH:6][CH:7]=1, predict the reactants needed to synthesize it. The reactants are: [CH2:1]([CH:8]1[CH2:17][CH2:16][C:15]2[C:10](=[CH:11][CH:12]=[C:13]([O:18][CH3:19])[CH:14]=2)[C:9]1=[O:20])[C:2]1[CH:7]=[CH:6][CH:5]=[CH:4][CH:3]=1.C1COCC1.[Cl-].[Cl-].[Cl-].[Ce+3].[BH4-]. (5) Given the product [Cl:1][C:2]1[CH:7]=[CH:6][N:5]=[C:4]([CH2:8][NH:9][C:10]2[O:11][C:12]3[C:18]([O:19][CH3:20])=[CH:17][C:16]([C:21]([N:23]4[CH2:30][CH2:29][CH2:28][C:24]4([CH3:31])[C:25]([N:32]4[CH2:37][CH2:36][O:35][CH2:34][CH2:33]4)=[O:26])=[O:22])=[CH:15][C:13]=3[N:14]=2)[CH:3]=1, predict the reactants needed to synthesize it. The reactants are: [Cl:1][C:2]1[CH:7]=[CH:6][N:5]=[C:4]([CH2:8][NH:9][C:10]2[O:11][C:12]3[C:18]([O:19][CH3:20])=[CH:17][C:16]([C:21]([N:23]4[CH2:30][CH2:29][CH2:28][C@@:24]4([CH3:31])[C:25](O)=[O:26])=[O:22])=[CH:15][C:13]=3[N:14]=2)[CH:3]=1.[NH:32]1[CH2:37][CH2:36][O:35][CH2:34][CH2:33]1.C(N(CC)C(C)C)(C)C.CN(C(ON1N=NC2C=CC=NC1=2)=[N+](C)C)C.F[P-](F)(F)(F)(F)F.